This data is from Forward reaction prediction with 1.9M reactions from USPTO patents (1976-2016). The task is: Predict the product of the given reaction. Given the reactants Cl[C:2]1[C:3]2[S:10][C:9]([C:11]3[CH2:12][CH2:13][N:14]([C:17]([O:19][C:20]([CH3:23])([CH3:22])[CH3:21])=[O:18])[CH2:15][CH:16]=3)=[CH:8][C:4]=2[N:5]=[CH:6][N:7]=1.CC1(C)C(C)(C)OB([C:32]2[CH:37]=[CH:36][C:35]([NH:38][S:39]([CH:42]3[CH2:44][CH2:43]3)(=[O:41])=[O:40])=[CH:34][CH:33]=2)O1.C(=O)([O-])[O-].[K+].[K+], predict the reaction product. The product is: [CH:42]1([S:39]([NH:38][C:35]2[CH:36]=[CH:37][C:32]([C:2]3[C:3]4[S:10][C:9]([C:11]5[CH2:12][CH2:13][N:14]([C:17]([O:19][C:20]([CH3:23])([CH3:22])[CH3:21])=[O:18])[CH2:15][CH:16]=5)=[CH:8][C:4]=4[N:5]=[CH:6][N:7]=3)=[CH:33][CH:34]=2)(=[O:40])=[O:41])[CH2:44][CH2:43]1.